This data is from TCR-epitope binding with 47,182 pairs between 192 epitopes and 23,139 TCRs. The task is: Binary Classification. Given a T-cell receptor sequence (or CDR3 region) and an epitope sequence, predict whether binding occurs between them. (1) The epitope is RQLLFVVEV. The TCR CDR3 sequence is CSVGRGGYEQYF. Result: 1 (the TCR binds to the epitope). (2) Result: 1 (the TCR binds to the epitope). The TCR CDR3 sequence is CSGSQDPYEQYF. The epitope is DATYQRTRALVR. (3) The epitope is TLVPQEHYV. The TCR CDR3 sequence is CSARTYAGGTDTQYF. Result: 0 (the TCR does not bind to the epitope).